From a dataset of Full USPTO retrosynthesis dataset with 1.9M reactions from patents (1976-2016). Predict the reactants needed to synthesize the given product. (1) Given the product [CH2:15]1[C:14]2[CH:18]=[CH:19][C:11]([O:10][C:7]3[CH:8]=[CH:9][C:4]([NH2:1])=[CH:5][CH:6]=3)=[CH:12][C:13]=2[CH2:17][O:16]1, predict the reactants needed to synthesize it. The reactants are: [N+:1]([C:4]1[CH:9]=[CH:8][C:7]([O:10][C:11]2[CH:19]=[CH:18][C:14]3[CH2:15][O:16][CH2:17][C:13]=3[CH:12]=2)=[CH:6][CH:5]=1)([O-])=O.O.NN. (2) Given the product [OH:21][C:19]1[CH:20]=[C:11]([C:6]2[CH:7]=[CH:8][CH:9]=[CH:10][C:5]=2[C:4]([N:44]2[CH2:45][CH2:46][N:41]([CH3:40])[CH2:42][CH2:43]2)=[O:39])[CH:12]=[C:13]2[C:18]=1[N:17]=[CH:16][NH:15][C:14]2=[O:38], predict the reactants needed to synthesize it. The reactants are: C(O[C:4](=[O:39])[C:5]1[CH:10]=[CH:9][CH:8]=[CH:7][C:6]=1[C:11]1[CH:12]=[C:13]2[C:18](=[C:19]([O:21]COCC[Si](C)(C)C)[CH:20]=1)[N:17]=[CH:16][N:15](COCC[Si](C)(C)C)[C:14]2=[O:38])C.[CH3:40][N:41]1[CH2:46][CH2:45][NH:44][CH2:43][CH2:42]1. (3) Given the product [N:31]1([C:36]([N:29]2[C:28](=[O:30])[O:27][N:26]=[C:25]2[C:21]2[CH:20]=[C:19]([C:13]([F:12])([F:18])[C:14]([F:16])([F:15])[F:17])[N:24]=[CH:23][N:22]=2)=[O:37])[CH2:35][CH2:34][CH2:33][CH2:32]1, predict the reactants needed to synthesize it. The reactants are: N12CCCN=C1CCCCC2.[F:12][C:13]([C:19]1[N:24]=[CH:23][N:22]=[C:21]([C:25]2[NH:26][O:27][C:28](=[O:30])[N:29]=2)[CH:20]=1)([F:18])[C:14]([F:17])([F:16])[F:15].[N:31]1([C:36](Cl)=[O:37])[CH2:35][CH2:34][CH2:33][CH2:32]1. (4) Given the product [Cl:8][C:5]1[CH:6]=[CH:7][C:2]([NH:1][C:11](=[O:12])[C:10]([CH3:15])([CH3:14])[CH3:9])=[N:3][CH:4]=1, predict the reactants needed to synthesize it. The reactants are: [NH2:1][C:2]1[CH:7]=[CH:6][C:5]([Cl:8])=[CH:4][N:3]=1.[CH3:9][C:10]([CH3:15])([CH3:14])[C:11](Cl)=[O:12].